Task: Regression. Given two drug SMILES strings and cell line genomic features, predict the synergy score measuring deviation from expected non-interaction effect.. Dataset: NCI-60 drug combinations with 297,098 pairs across 59 cell lines (1) Drug 2: CC12CCC3C(C1CCC2O)C(CC4=C3C=CC(=C4)O)CCCCCCCCCS(=O)CCCC(C(F)(F)F)(F)F. Cell line: HS 578T. Synergy scores: CSS=9.07, Synergy_ZIP=1.54, Synergy_Bliss=7.84, Synergy_Loewe=3.52, Synergy_HSA=1.37. Drug 1: CS(=O)(=O)C1=CC(=C(C=C1)C(=O)NC2=CC(=C(C=C2)Cl)C3=CC=CC=N3)Cl. (2) Drug 1: CC12CCC(CC1=CCC3C2CCC4(C3CC=C4C5=CN=CC=C5)C)O. Drug 2: C1CCC(CC1)NC(=O)N(CCCl)N=O. Cell line: SK-OV-3. Synergy scores: CSS=13.0, Synergy_ZIP=-1.11, Synergy_Bliss=1.51, Synergy_Loewe=0.721, Synergy_HSA=1.08. (3) Drug 1: CC1=C(C=C(C=C1)NC2=NC=CC(=N2)N(C)C3=CC4=NN(C(=C4C=C3)C)C)S(=O)(=O)N.Cl. Drug 2: CC1C(C(CC(O1)OC2CC(OC(C2O)C)OC3=CC4=CC5=C(C(=O)C(C(C5)C(C(=O)C(C(C)O)O)OC)OC6CC(C(C(O6)C)O)OC7CC(C(C(O7)C)O)OC8CC(C(C(O8)C)O)(C)O)C(=C4C(=C3C)O)O)O)O. Cell line: DU-145. Synergy scores: CSS=10.2, Synergy_ZIP=3.74, Synergy_Bliss=6.24, Synergy_Loewe=4.85, Synergy_HSA=4.75. (4) Drug 1: C1=CC(=CC=C1CC(C(=O)O)N)N(CCCl)CCCl.Cl. Drug 2: C1=CC(=CC=C1CCCC(=O)O)N(CCCl)CCCl. Cell line: KM12. Synergy scores: CSS=12.5, Synergy_ZIP=-2.15, Synergy_Bliss=0.782, Synergy_Loewe=4.64, Synergy_HSA=4.73. (5) Drug 1: C1CCC(CC1)NC(=O)N(CCCl)N=O. Drug 2: CCC1(CC2CC(C3=C(CCN(C2)C1)C4=CC=CC=C4N3)(C5=C(C=C6C(=C5)C78CCN9C7C(C=CC9)(C(C(C8N6C)(C(=O)OC)O)OC(=O)C)CC)OC)C(=O)OC)O.OS(=O)(=O)O. Cell line: U251. Synergy scores: CSS=43.8, Synergy_ZIP=-5.93, Synergy_Bliss=-4.85, Synergy_Loewe=-12.6, Synergy_HSA=-3.39. (6) Drug 1: CC(CN1CC(=O)NC(=O)C1)N2CC(=O)NC(=O)C2. Drug 2: CC1=C(C(=O)C2=C(C1=O)N3CC4C(C3(C2COC(=O)N)OC)N4)N. Cell line: NCI/ADR-RES. Synergy scores: CSS=11.8, Synergy_ZIP=0.0206, Synergy_Bliss=5.68, Synergy_Loewe=-3.98, Synergy_HSA=3.10.